From a dataset of Reaction yield outcomes from USPTO patents with 853,638 reactions. Predict the reaction yield, written as a fraction of the theoretical maximum amount of product (1.0 means a 100% yield; for example, 0.34 means a 34% yield). (1) The reactants are [CH:1]1[C:6]([NH2:7])=[CH:5][C:4]2[C:8]([O:10][C:11]3([C:21]4[CH:22]=[CH:23][C:24]([OH:26])=[CH:25][C:20]=4[O:19][C:13]4[CH:14]=[C:15]([OH:18])[CH:16]=[CH:17][C:12]3=4)[C:3]=2[CH:2]=1)=[O:9].C[N:28]([CH:30]=O)C. No catalyst specified. The product is [CH:1]1[CH:6]=[CH:5][C:4]([C:8]([OH:10])=[O:9])=[C:3]([C:11]2[C:12]3[CH:17]=[CH:16][C:15]([OH:18])=[CH:14][C:13]=3[O:19][C:20]3[C:21]=2[CH:22]=[CH:23][C:24]([CH:25]=3)=[O:26])[CH:2]=1.[CH:30]([NH2:28])=[NH:7]. The yield is 0.420. (2) The reactants are [CH2:1]([C:3]1[CH:8]=[CH:7][C:6]([NH:9][C:10]2[C:18]([F:19])=[C:17]([F:20])[CH:16]=[CH:15][C:11]=2[C:12]([OH:14])=O)=[C:5]([F:21])[CH:4]=1)[CH3:2].C(N1C=CN=C1)(N1C=CN=C1)=O.[N-]1C=CN=C1.[NH2:39][O:40][CH2:41][CH2:42][OH:43]. The catalyst is C1COCC1. The product is [CH2:1]([C:3]1[CH:8]=[CH:7][C:6]([NH:9][C:10]2[C:18]([F:19])=[C:17]([F:20])[CH:16]=[CH:15][C:11]=2[C:12]([NH:39][O:40][CH2:41][CH2:42][OH:43])=[O:14])=[C:5]([F:21])[CH:4]=1)[CH3:2]. The yield is 0.650.